The task is: Predict the product of the given reaction.. This data is from Forward reaction prediction with 1.9M reactions from USPTO patents (1976-2016). (1) Given the reactants [O:1]=[C:2]1[C:10]2([C:14]3=[CH:15][C:16]4[O:20][CH2:19][O:18][C:17]=4[CH:21]=[C:13]3[O:12][CH2:11]2)[C:9]2[C:4](=[CH:5][CH:6]=[CH:7][CH:8]=2)[N:3]1[CH2:22][CH2:23][C:24]#[N:25].[NH2:26][OH:27], predict the reaction product. The product is: [OH:27][N:26]=[C:24]([NH2:25])[CH2:23][CH2:22][N:3]1[C:4]2[C:9](=[CH:8][CH:7]=[CH:6][CH:5]=2)[C:10]2([C:14]3=[CH:15][C:16]4[O:20][CH2:19][O:18][C:17]=4[CH:21]=[C:13]3[O:12][CH2:11]2)[C:2]1=[O:1]. (2) The product is: [Cl:23][C:24]1[CH:25]=[CH:26][C:27]([C:30]([N:45]2[C:53]3[C:48](=[C:49]([NH:54][C:55](=[O:61])[O:56][C:57]([CH3:58])([CH3:60])[CH3:59])[CH:50]=[CH:51][CH:52]=3)[CH:47]=[CH:46]2)([C:31]2[O:36][CH:35]=[C:34]([C:37]3[CH:38]=[CH:39][CH:40]=[CH:41][CH:42]=3)[N:33]=2)[CH2:43][CH3:44])=[CH:28][CH:29]=1. Given the reactants CC(OI1(OC(C)=O)(OC(C)=O)OC(=O)C2C=CC=CC1=2)=O.[Cl:23][C:24]1[CH:29]=[CH:28][C:27]([C:30]([N:45]2[C:53]3[C:48](=[C:49]([NH:54][C:55](=[O:61])[O:56][C:57]([CH3:60])([CH3:59])[CH3:58])[CH:50]=[CH:51][CH:52]=3)[CH:47]=[CH:46]2)([CH2:43][CH3:44])[C:31]([NH:33][CH:34]([C:37]2[CH:42]=[CH:41][CH:40]=[CH:39][CH:38]=2)[CH2:35][OH:36])=O)=[CH:26][CH:25]=1.C1(P(C2C=CC=CC=2)C2C=CC=CC=2)C=CC=CC=1.C(N(CC)CC)C.II, predict the reaction product. (3) Given the reactants O=[C:2]1[CH2:7][CH2:6][N:5]([C:8]([O:10][C:11]([CH3:14])([CH3:13])[CH3:12])=[O:9])[CH2:4][CH2:3]1.[F:15][C:16]1[CH:17]=[C:18]([CH:28]=[CH:29][C:30]=1[N+:31]([O-:33])=[O:32])[CH2:19]P(=O)(OCC)OCC.[H-].[Na+].O, predict the reaction product. The product is: [F:15][C:16]1[CH:17]=[C:18]([CH:28]=[CH:29][C:30]=1[N+:31]([O-:33])=[O:32])[CH:19]=[C:2]1[CH2:7][CH2:6][N:5]([C:8]([O:10][C:11]([CH3:14])([CH3:13])[CH3:12])=[O:9])[CH2:4][CH2:3]1. (4) Given the reactants [C:1]([O:5][C:6]([N:8]1[CH2:13][CH2:12][N:11]([C:14]2[CH:19]=[CH:18][C:17]([N+:20]([O-])=O)=[CH:16][CH:15]=2)[CH2:10][CH2:9]1)=[O:7])([CH3:4])([CH3:3])[CH3:2].C(O)C, predict the reaction product. The product is: [C:1]([O:5][C:6]([N:8]1[CH2:13][CH2:12][N:11]([C:14]2[CH:15]=[CH:16][C:17]([NH2:20])=[CH:18][CH:19]=2)[CH2:10][CH2:9]1)=[O:7])([CH3:4])([CH3:2])[CH3:3]. (5) Given the reactants [H-].[H-].[H-].[H-].[Li+].[Al+3].[Al+3].[Cl-].[Cl-].[Cl-].[CH:11]1([C:20](O)=[O:21])[C:19]2[C:14](=[CH:15][CH:16]=[CH:17][CH:18]=2)[CH2:13][CH2:12]1.[AlH3], predict the reaction product. The product is: [CH:11]1([CH2:20][OH:21])[C:19]2[C:14](=[CH:15][CH:16]=[CH:17][CH:18]=2)[CH2:13][CH2:12]1. (6) Given the reactants Cl.NC(N)=N.C[O-].[Na+].NC(N)=N.C([O:16][C:17]1[CH:22]=[CH:21][C:20]([C@@H:23]2[C@@H:26]([S:27][CH2:28][C@H:29]([O:37][C:38](=[O:40])[CH3:39])[C:30]3[CH:35]=[CH:34][C:33]([F:36])=[CH:32][CH:31]=3)[C:25](=[O:41])[N:24]2[C:42]2[CH:47]=[CH:46][C:45]([C:48]3[CH:49]=[N:50][CH:51]=[CH:52][CH:53]=3)=[CH:44][CH:43]=2)=[CH:19][CH:18]=1)(=O)C, predict the reaction product. The product is: [C:38]([O:37][C@H:29]([C:30]1[CH:31]=[CH:32][C:33]([F:36])=[CH:34][CH:35]=1)[CH2:28][S:27][C@@H:26]1[C@@H:23]([C:20]2[CH:21]=[CH:22][C:17]([OH:16])=[CH:18][CH:19]=2)[N:24]([C:42]2[CH:47]=[CH:46][C:45]([C:48]3[CH:49]=[N:50][CH:51]=[CH:52][CH:53]=3)=[CH:44][CH:43]=2)[C:25]1=[O:41])(=[O:40])[CH3:39].